Dataset: CYP1A2 inhibition data for predicting drug metabolism from PubChem BioAssay. Task: Regression/Classification. Given a drug SMILES string, predict its absorption, distribution, metabolism, or excretion properties. Task type varies by dataset: regression for continuous measurements (e.g., permeability, clearance, half-life) or binary classification for categorical outcomes (e.g., BBB penetration, CYP inhibition). Dataset: cyp1a2_veith. (1) The molecule is c1ccc(NN(Cc2cnccn2)c2ccccc2)cc1. The result is 1 (inhibitor). (2) The compound is CNCCCc1ccccc1.Cl. The result is 0 (non-inhibitor). (3) The molecule is Cc1ccc(CNC(=O)[C@H](C)[C@H]2C[C@]2(C)[C@H](NC(=O)OCc2ccccc2)c2ccccc2)c(F)c1F. The result is 1 (inhibitor). (4) The compound is C/C(=N/Nc1nc(C)cc(=O)[nH]1)C(=O)O. The result is 0 (non-inhibitor). (5) The compound is O=C1/C(=C\c2ccc(Br)o2)SC(=Nc2ccccc2)N1c1ccccc1. The result is 1 (inhibitor).